Dataset: Peptide-MHC class II binding affinity with 134,281 pairs from IEDB. Task: Regression. Given a peptide amino acid sequence and an MHC pseudo amino acid sequence, predict their binding affinity value. This is MHC class II binding data. (1) The MHC is HLA-DQA10201-DQB10202 with pseudo-sequence HLA-DQA10201-DQB10202. The binding affinity (normalized) is 0. The peptide sequence is KNTIVIPKGDFLTGP. (2) The peptide sequence is NVVKSGIFLSVAAGN. The MHC is HLA-DPA10301-DPB10402 with pseudo-sequence HLA-DPA10301-DPB10402. The binding affinity (normalized) is 0.602. (3) The peptide sequence is IGEGKVTLRIRNVRF. The MHC is DRB1_0802 with pseudo-sequence DRB1_0802. The binding affinity (normalized) is 0.355. (4) The peptide sequence is PFAATHNPWASQRF. The MHC is DRB3_0202 with pseudo-sequence DRB3_0202. The binding affinity (normalized) is 0.409. (5) The peptide sequence is NRVWNSFQIEEFGTGE. The MHC is DRB3_0101 with pseudo-sequence DRB3_0101. The binding affinity (normalized) is 0.467. (6) The peptide sequence is PQPQPQYSQPQQPISQQQQQ. The MHC is DRB1_0301 with pseudo-sequence DRB1_0301. The binding affinity (normalized) is 0. (7) The binding affinity (normalized) is 0.108. The MHC is HLA-DPA10201-DPB10101 with pseudo-sequence HLA-DPA10201-DPB10101. The peptide sequence is AEDVIPEGWKADTSY. (8) The peptide sequence is PRFLEQVKHECHF. The MHC is DRB1_1302 with pseudo-sequence DRB1_1302. The binding affinity (normalized) is 0.0565. (9) The peptide sequence is VRKVCYNAVLTHVKI. The MHC is HLA-DQA10102-DQB10501 with pseudo-sequence HLA-DQA10102-DQB10501. The binding affinity (normalized) is 0.744. (10) The peptide sequence is LNKIVRMYSPTSILDIRQ. The MHC is DRB1_0101 with pseudo-sequence DRB1_0101. The binding affinity (normalized) is 0.473.